From a dataset of Full USPTO retrosynthesis dataset with 1.9M reactions from patents (1976-2016). Predict the reactants needed to synthesize the given product. (1) The reactants are: N[C:2]1[CH:7]=[C:6]([CH3:8])[C:5]([Br:9])=[C:4]([CH3:10])[N:3]=1.N([O-])=O.[Na+].[F:15][B-](F)(F)F.[H+]. Given the product [Br:9][C:5]1[C:4]([CH3:10])=[N:3][C:2]([F:15])=[CH:7][C:6]=1[CH3:8], predict the reactants needed to synthesize it. (2) Given the product [CH3:30][N:31]([CH2:33][CH:34]1[CH2:39][CH2:38][CH:37]([CH:2]=[O:3])[CH2:36][CH2:35]1)[CH3:32], predict the reactants needed to synthesize it. The reactants are: [Cl-].[CH3:2][O:3]C[P+](C1C=CC=CC=1)(C1C=CC=CC=1)C1C=CC=CC=1.CC([O-])(C)C.[K+].[CH3:30][N:31]([CH2:33][CH:34]1[CH2:39][CH2:38][C:37](=O)[CH2:36][CH2:35]1)[CH3:32].O. (3) Given the product [Br:1][C:2]1[CH:3]=[C:4]([C:9]2[CH:14]=[CH:13][CH:12]=[CH:11][CH:10]=2)[CH:5]=[C:6]([I:23])[CH:7]=1, predict the reactants needed to synthesize it. The reactants are: [Br:1][C:2]1[CH:3]=[C:4]([C:9]2[CH:14]=[CH:13][CH:12]=[CH:11][CH:10]=2)[CH:5]=[C:6](Br)[CH:7]=1.BrC1C=C([I:23])C=C(Br)C=1.C1(B(O)O)C=CC=CC=1.C([Li])CCC.ICCI.S([O-])(O)=O.[Na+]. (4) Given the product [Cl:57][C:58]1[N:63]=[CH:62][C:61]([NH:64][C:48]2[CH:49]=[C:50]3[C:45](=[C:46]([C:52]#[N:53])[CH:47]=2)[N:44]([CH3:54])[C@H:43]2[CH2:55][CH2:56][NH:40][CH2:41][C@@H:42]32)=[CH:60][CH:59]=1, predict the reactants needed to synthesize it. The reactants are: C(OC(N1CCC2N(C)C3C(C(F)(F)F)=CC(NC4C=CC=CN=4)=CC=3C2C1)=O)(C)(C)C.C(OC([N:40]1[CH2:56][CH2:55][C@@H:43]2[N:44]([CH3:54])[C:45]3[C:46]([C:52]#[N:53])=[CH:47][C:48](Br)=[CH:49][C:50]=3[C@@H:42]2[CH2:41]1)=O)(C)(C)C.[Cl:57][C:58]1[N:63]=[CH:62][C:61]([NH2:64])=[CH:60][CH:59]=1.CC([O-])(C)C.[Na+]. (5) Given the product [O:1]=[C:2]1[C:10]2[C:5](=[CH:6][CH:7]=[CH:8][CH:9]=2)[C:4](=[O:11])[N:3]1[CH2:12][CH2:13][C:14]([NH2:15])=[S:20], predict the reactants needed to synthesize it. The reactants are: [O:1]=[C:2]1[C:10]2[C:5](=[CH:6][CH:7]=[CH:8][CH:9]=2)[C:4](=[O:11])[N:3]1[CH2:12][CH2:13][C:14]#[N:15].C(OP(=S)(OCC)[SH:20])C. (6) Given the product [Cl:8][C:9]1[CH:10]=[CH:11][C:12]([NH:15][C:16](=[O:30])[NH:17][C:18]2[S:26][C:21]3[CH2:22][N:23]([CH2:31][C:32]([OH:33])([CH3:35])[CH3:34])[CH2:24][CH2:25][C:20]=3[C:19]=2[C:27]([NH2:29])=[O:28])=[CH:13][CH:14]=1, predict the reactants needed to synthesize it. The reactants are: FC(F)(F)C(O)=O.[Cl:8][C:9]1[CH:14]=[CH:13][C:12]([NH:15][C:16](=[O:30])[NH:17][C:18]2[S:26][C:21]3[CH2:22][NH:23][CH2:24][CH2:25][C:20]=3[C:19]=2[C:27]([NH2:29])=[O:28])=[CH:11][CH:10]=1.[CH3:31][C:32]1([CH3:35])[CH2:34][O:33]1.C(N(C(C)C)CC)(C)C. (7) Given the product [N+:9]([C:4]1[CH:3]=[C:2]([B:15]2[O:16][C:17]([CH3:19])([CH3:18])[C:13]([CH3:29])([CH3:12])[O:14]2)[CH:7]=[CH:6][C:5]=1[NH2:8])([O-:11])=[O:10], predict the reactants needed to synthesize it. The reactants are: Br[C:2]1[CH:7]=[CH:6][C:5]([NH2:8])=[C:4]([N+:9]([O-:11])=[O:10])[CH:3]=1.[CH3:12][C:13]1([CH3:29])[C:17]([CH3:19])([CH3:18])[O:16][B:15]([B:15]2[O:16][C:17]([CH3:19])([CH3:18])[C:13]([CH3:29])([CH3:12])[O:14]2)[O:14]1.C([O-])(=O)C.[K+]. (8) The reactants are: [F:1][C:2]1[C:3]([CH2:25][N:26](C)[C:27](=O)OC(C)(C)C)=[CH:4][N:5]([S:14]([C:17]2[CH:22]=[CH:21][CH:20]=[C:19]([O:23][CH3:24])[N:18]=2)(=[O:16])=[O:15])[C:6]=1[C:7]1[C:8]([F:13])=[N:9][CH:10]=[CH:11][CH:12]=1.C(OCC)(=O)C.[ClH:41]. Given the product [ClH:41].[F:1][C:2]1[C:3]([CH2:25][NH:26][CH3:27])=[CH:4][N:5]([S:14]([C:17]2[CH:22]=[CH:21][CH:20]=[C:19]([O:23][CH3:24])[N:18]=2)(=[O:16])=[O:15])[C:6]=1[C:7]1[C:8]([F:13])=[N:9][CH:10]=[CH:11][CH:12]=1, predict the reactants needed to synthesize it. (9) Given the product [C:1]1([CH2:7][CH:8]([O:13][C:14]2[CH:23]=[CH:22][C:21]3[C:16](=[CH:17][CH:18]=[C:19]([C:24]4[N:25]=[C:26]([C:29]5[CH:30]=[CH:31][CH:32]=[CH:33][CH:34]=5)[S:27][CH:28]=4)[CH:20]=3)[CH:15]=2)[C:9]([OH:11])=[O:10])[CH:2]=[CH:3][CH:4]=[CH:5][CH:6]=1, predict the reactants needed to synthesize it. The reactants are: [C:1]1([CH2:7][CH:8]([O:13][C:14]2[CH:23]=[CH:22][C:21]3[C:16](=[CH:17][CH:18]=[C:19]([C:24]4[N:25]=[C:26]([C:29]5[CH:34]=[CH:33][CH:32]=[CH:31][CH:30]=5)[S:27][CH:28]=4)[CH:20]=3)[CH:15]=2)[C:9]([O:11]C)=[O:10])[CH:6]=[CH:5][CH:4]=[CH:3][CH:2]=1.[OH-].[Na+].Cl.